From a dataset of Catalyst prediction with 721,799 reactions and 888 catalyst types from USPTO. Predict which catalyst facilitates the given reaction. (1) Reactant: [F:1][C:2]([F:14])([F:13])[O:3][C:4]1[CH:12]=[CH:11][C:7]([C:8]([OH:10])=O)=[CH:6][CH:5]=1.CN(C(ON1N=NC2C=CC=NC1=2)=[N+](C)C)C.F[P-](F)(F)(F)(F)F.CCN(C(C)C)C(C)C.[NH2:48][C:49]([C:67]#[N:68])([CH3:66])[CH2:50][O:51][C:52]1[CH:53]=[CH:54][C:55]2[CH2:59][O:58][B:57]([OH:60])[C:56]=2[C:61]=1[NH:62][C:63](=[O:65])[CH3:64]. Product: [C:63]([NH:62][C:61]1[C:56]2[B:57]([OH:60])[O:58][CH2:59][C:55]=2[CH:54]=[CH:53][C:52]=1[O:51][CH2:50][C:49]([NH:48][C:8](=[O:10])[C:7]1[CH:6]=[CH:5][C:4]([O:3][C:2]([F:1])([F:14])[F:13])=[CH:12][CH:11]=1)([C:67]#[N:68])[CH3:66])(=[O:65])[CH3:64]. The catalyst class is: 18. (2) Reactant: [CH2:1]([N:3]1[C:15]2[CH:14]=[CH:13][CH:12]=[CH:11][C:10]=2[C:9]2[C:4]1=[CH:5][CH:6]=[CH:7][CH:8]=2)[CH3:2].[F:16][C:17]1[CH:25]=[CH:24][C:20]([C:21](Cl)=[O:22])=[CH:19][CH:18]=1.[Al+3].[Cl-].[Cl-].[Cl-].[C:30](Cl)(=[O:32])[CH3:31]. Product: [CH2:1]([N:3]1[C:15]2[CH:14]=[CH:13][C:12]([C:30](=[O:32])[CH3:31])=[CH:11][C:10]=2[C:9]2[C:4]1=[CH:5][CH:6]=[C:7]([C:21](=[O:22])[C:20]1[CH:24]=[CH:25][C:17]([F:16])=[CH:18][CH:19]=1)[CH:8]=2)[CH3:2]. The catalyst class is: 2. (3) Reactant: [CH:1]1([CH2:7][CH2:8]/[CH:9]=[CH:10]/[CH2:11][CH2:12][C:13]([O:15]CC)=[O:14])[CH2:6][CH2:5][CH2:4][CH2:3][CH2:2]1. Product: [CH:1]1([CH2:7][CH2:8]/[CH:9]=[CH:10]/[CH2:11][CH2:12][C:13]([OH:15])=[O:14])[CH2:6][CH2:5][CH2:4][CH2:3][CH2:2]1. The catalyst class is: 74. (4) Reactant: [Cl:1][C:2]1[CH:7]=[C:6]([N+:8]([O-:10])=[O:9])[CH:5]=[C:4]([C:11]([F:14])([F:13])[F:12])[C:3]=1F.C([O-])([O-])=O.[K+].[K+].[CH3:22][S:23]([C:26]1[CH:31]=[CH:30][C:29]([OH:32])=[CH:28][CH:27]=1)(=[O:25])=[O:24].O. Product: [Cl:1][C:2]1[CH:7]=[C:6]([N+:8]([O-:10])=[O:9])[CH:5]=[C:4]([C:11]([F:14])([F:13])[F:12])[C:3]=1[O:32][C:29]1[CH:28]=[CH:27][C:26]([S:23]([CH3:22])(=[O:25])=[O:24])=[CH:31][CH:30]=1. The catalyst class is: 3. (5) Reactant: [CH:1]1([S:4]([N:7]2[C:11]3=[CH:12][C:13]4[C:17]([C:18]([F:19])=[C:10]3[N:9]([C:22]3[CH:27]=[CH:26][C:25]([I:28])=[CH:24][C:23]=3[F:29])C2=O)=[N:16][N:15]([CH3:20])[C:14]=4[CH3:21])(=[O:6])=[O:5])[CH2:3][CH2:2]1.C[Si](C)(C)[O-].[K+]. Product: [F:29][C:23]1[CH:24]=[C:25]([I:28])[CH:26]=[CH:27][C:22]=1[NH:9][C:10]1[C:11]([NH:7][S:4]([CH:1]2[CH2:3][CH2:2]2)(=[O:5])=[O:6])=[CH:12][C:13]2[C:17]([C:18]=1[F:19])=[N:16][N:15]([CH3:20])[C:14]=2[CH3:21]. The catalyst class is: 1. (6) Reactant: Cl[C:2]1[N:3]=[N:4][C:5]([N:8]2[CH:12]=[CH:11][N:10]=[CH:9]2)=[CH:6][CH:7]=1.Cl.[NH:14]1[CH2:18][CH2:17][C:16]2([C:22]3[CH:23]=[CH:24][CH:25]=[CH:26][C:21]=3[CH2:20][O:19]2)[CH2:15]1. Product: [N:8]1([C:5]2[N:4]=[N:3][C:2]([N:14]3[CH2:18][CH2:17][C:16]4([C:22]5[CH:23]=[CH:24][CH:25]=[CH:26][C:21]=5[CH2:20][O:19]4)[CH2:15]3)=[CH:7][CH:6]=2)[CH:12]=[CH:11][N:10]=[CH:9]1. The catalyst class is: 66. (7) Reactant: Br[C:2]1[N:3]=[C:4]([C:15]2[CH:20]=[CH:19][CH:18]=[CH:17][C:16]=2[Cl:21])[N:5]([CH2:7][O:8][CH2:9][CH2:10][Si:11]([CH3:14])([CH3:13])[CH3:12])[CH:6]=1.C(=O)([O-])[O-].[Na+].[Na+].CC1(C)C(C)(C)OB([C:36]2[CH:41]=[CH:40][N:39]=[C:38]([NH:42][C:43](=[O:45])[CH3:44])[CH:37]=2)O1. Product: [Cl:21][C:16]1[CH:17]=[CH:18][CH:19]=[CH:20][C:15]=1[C:4]1[N:5]([CH2:7][O:8][CH2:9][CH2:10][Si:11]([CH3:14])([CH3:13])[CH3:12])[CH:6]=[C:2]([C:36]2[CH:41]=[CH:40][N:39]=[C:38]([NH:42][C:43](=[O:45])[CH3:44])[CH:37]=2)[N:3]=1. The catalyst class is: 70. (8) Reactant: [C:1]([O:5][C:6](=[O:27])[CH2:7][C@H:8]([NH:12][S:13]([C:16]1[CH:21]=[CH:20][C:19]([NH:22][C:23](=[O:25])[CH3:24])=[CH:18][C:17]=1[OH:26])(=[O:15])=[O:14])[C:9]([NH2:11])=[O:10])([CH3:4])([CH3:3])[CH3:2].[N:28]1[C:37]2[C:32](=[C:33]([CH2:38][CH2:39]O)[CH:34]=[CH:35][CH:36]=2)[CH:31]=[CH:30][CH:29]=1.C1(P(C2C=CC=CC=2)C2C=CC=CC=2)C=CC=CC=1.N(C(OCC)=O)=NC(OCC)=O. Product: [C:1]([O:5][C:6](=[O:27])[CH2:7][C@H:8]([NH:12][S:13]([C:16]1[CH:21]=[CH:20][C:19]([NH:22][C:23](=[O:25])[CH3:24])=[CH:18][C:17]=1[O:26][CH2:39][CH2:38][C:33]1[CH:34]=[CH:35][CH:36]=[C:37]2[C:32]=1[CH:31]=[CH:30][CH:29]=[N:28]2)(=[O:15])=[O:14])[C:9]([NH2:11])=[O:10])([CH3:4])([CH3:2])[CH3:3]. The catalyst class is: 1. (9) Reactant: [CH3:1][O:2][C:3]1[CH:4]=[N:5][C:6]([O:9][C:10]2[CH:15]=[C:14]([CH3:16])[C:13]([C:17]3[N:18]=[C:19]([NH2:22])[S:20][CH:21]=3)=[C:12]([CH3:23])[CH:11]=2)=[N:7][CH:8]=1.C(N(CC)CC)C.Cl.[C:32](Cl)(=[O:39])[C:33]1[CH:38]=[CH:37][N:36]=[CH:35][CH:34]=1. Product: [CH3:1][O:2][C:3]1[CH:8]=[N:7][C:6]([O:9][C:10]2[CH:15]=[C:14]([CH3:16])[C:13]([C:17]3[N:18]=[C:19]([NH:22][C:32](=[O:39])[C:33]4[CH:38]=[CH:37][N:36]=[CH:35][CH:34]=4)[S:20][CH:21]=3)=[C:12]([CH3:23])[CH:11]=2)=[N:5][CH:4]=1. The catalyst class is: 2. (10) Reactant: [CH:1]12[CH2:11][CH:6]3[CH2:7][CH:8]([CH2:10][CH:3]([NH:4][C:5]3=[O:12])[CH2:2]1)[CH2:9]2.O(C)S([C:17](F)(F)F)(=O)=O. Product: [CH3:17][O:12][C:5]1[CH:6]2[CH2:11][CH:1]3[CH2:9][CH:8]([CH2:10][CH:3]([CH2:2]3)[N:4]=1)[CH2:7]2. The catalyst class is: 2.